From a dataset of Reaction yield outcomes from USPTO patents with 853,638 reactions. Predict the reaction yield, written as a fraction of the theoretical maximum amount of product (1.0 means a 100% yield; for example, 0.34 means a 34% yield). (1) The reactants are [NH2:1][C:2]1[CH:3]=[C:4]2[C:8](=[CH:9][CH:10]=1)[N:7]([CH3:11])[CH:6]=[C:5]2[CH:12]1[CH2:17][CH2:16][CH2:15][N:14]([C:18]([O:20][C:21]([CH3:24])([CH3:23])[CH3:22])=[O:19])[CH2:13]1.[C:25]([C:27]1[CH:32]=[CH:31][N:30]=[C:29]([C:33](Cl)=[O:34])[CH:28]=1)#[N:26].C(OC(=O)C)C. The catalyst is C(Cl)Cl.CCCCCC. The product is [C:25]([C:27]1[CH:32]=[CH:31][N:30]=[C:29]([C:33]([NH:1][C:2]2[CH:3]=[C:4]3[C:8](=[CH:9][CH:10]=2)[N:7]([CH3:11])[CH:6]=[C:5]3[CH:12]2[CH2:17][CH2:16][CH2:15][N:14]([C:18]([O:20][C:21]([CH3:24])([CH3:23])[CH3:22])=[O:19])[CH2:13]2)=[O:34])[CH:28]=1)#[N:26]. The yield is 0.670. (2) The reactants are [C:1]1([O:7][C:8](Cl)=[O:9])[CH:6]=[CH:5][CH:4]=[CH:3][CH:2]=1.[NH2:11][C:12]1[CH:13]=[C:14]([C:18]#[C:19][C:20]2[C:21]([NH2:27])=[N:22][CH:23]=[N:24][C:25]=2[NH2:26])[CH:15]=[CH:16][CH:17]=1.N1C=CC=CC=1.O. The catalyst is C1COCC1. The product is [C:1]1([O:7][C:8](=[O:9])[NH:11][C:12]2[CH:17]=[CH:16][CH:15]=[C:14]([C:18]#[C:19][C:20]3[C:25]([NH2:26])=[N:24][CH:23]=[N:22][C:21]=3[NH2:27])[CH:13]=2)[CH:6]=[CH:5][CH:4]=[CH:3][CH:2]=1. The yield is 0.550. (3) The reactants are [O:1]1[C:5]2[CH:6]=[CH:7][C:8]([C:10]3([C:13]([OH:15])=O)[CH2:12][CH2:11]3)=[CH:9][C:4]=2[O:3][CH2:2]1.CN(C)C=O.C(N(CC)CC)C.[NH2:28][C:29]1[CH:30]=[C:31]2[C:35](=[CH:36][CH:37]=1)[NH:34][C:33]([C:38]([O:40][CH2:41][CH3:42])=[O:39])=[CH:32]2. The catalyst is S(Cl)(Cl)=O.ClCCl. The product is [O:1]1[C:5]2[CH:6]=[CH:7][C:8]([C:10]3([C:13]([NH:28][C:29]4[CH:30]=[C:31]5[C:35](=[CH:36][CH:37]=4)[NH:34][C:33]([C:38]([O:40][CH2:41][CH3:42])=[O:39])=[CH:32]5)=[O:15])[CH2:11][CH2:12]3)=[CH:9][C:4]=2[O:3][CH2:2]1. The yield is 0.880. (4) The reactants are [Br:1][C:2]1[CH:7]=[C:6]([F:8])[CH:5]=[CH:4][C:3]=1/[C:9](=[N:11]/[S@:12]([C:14]([CH3:17])([CH3:16])[CH3:15])=[O:13])/C.[F:18][C:19]([Si](C)(C)C)([F:21])[F:20]. The catalyst is C1COCC1. The product is [Br:1][C:2]1[CH:7]=[C:6]([F:8])[CH:5]=[CH:4][C:3]=1[C@@H:9]([NH:11][S@:12]([C:14]([CH3:17])([CH3:16])[CH3:15])=[O:13])[C:19]([F:21])([F:20])[F:18]. The yield is 0.910.